This data is from Forward reaction prediction with 1.9M reactions from USPTO patents (1976-2016). The task is: Predict the product of the given reaction. (1) Given the reactants BrC1C(NCC(OCC)=O)=NC=C(Br)N=1.Cl.C(N)C.C(N(CC)C(C)C)(C)C.[Br:29][C:30]1[N:31]=[C:32]([NH:43][CH2:44][CH3:45])[C:33]([NH:36][CH2:37][C:38](OCC)=[O:39])=[N:34][CH:35]=1, predict the reaction product. The product is: [Br:29][C:30]1[N:31]=[C:32]2[N:43]([CH2:44][CH3:45])[C:38](=[O:39])[CH2:37][NH:36][C:33]2=[N:34][CH:35]=1. (2) Given the reactants [Br:1][C:2]1[CH:3]=[C:4]2[C:8](=[CH:9][CH:10]=1)[NH:7][C:6](=[O:11])[CH2:5]2.[CH2:12]([N:14]([CH2:29][CH3:30])[CH2:15][CH2:16][O:17][C:18]1[CH:19]=[C:20]2[C:24](=[CH:25][CH:26]=1)[NH:23][C:22]([CH:27]=O)=[CH:21]2)[CH3:13].N1CCCCC1, predict the reaction product. The product is: [Br:1][C:2]1[CH:3]=[C:4]2[C:8](=[CH:9][CH:10]=1)[NH:7][C:6](=[O:11])[C:5]2=[CH:27][C:22]1[NH:23][C:24]2[C:20]([CH:21]=1)=[CH:19][C:18]([O:17][CH2:16][CH2:15][N:14]([CH2:12][CH3:13])[CH2:29][CH3:30])=[CH:26][CH:25]=2. (3) Given the reactants C(OC(=O)[NH:7][C:8]1[CH:13]=[CH:12][CH:11]=[C:10]([O:14][C:15]2[N:20]=[C:19]3[S:21][C:22]([NH:24][C:25]([CH:27]4[CH2:29][CH2:28]4)=[O:26])=[N:23][C:18]3=[CH:17][CH:16]=2)[CH:9]=1)(C)(C)C.C1(OC)C=CC=CC=1, predict the reaction product. The product is: [NH2:7][C:8]1[CH:9]=[C:10]([CH:11]=[CH:12][CH:13]=1)[O:14][C:15]1[N:20]=[C:19]2[S:21][C:22]([NH:24][C:25]([CH:27]3[CH2:29][CH2:28]3)=[O:26])=[N:23][C:18]2=[CH:17][CH:16]=1. (4) Given the reactants [C:1]([O:5][C:6]([N:8]1[C:16]2[C:11](=[C:12]([CH2:17][N:18]3[C:22]4[CH:23]=[CH:24][CH:25]=[CH:26][C:21]=4[N:20]([C:27]4[CH:32]=[CH:31][C:30](Br)=[CH:29][CH:28]=4)/[C:19]/3=[N:34]/[C:35]([O:37][C:38]([CH3:41])([CH3:40])[CH3:39])=[O:36])[CH:13]=[CH:14][CH:15]=2)[CH:10]=[CH:9]1)=[O:7])([CH3:4])([CH3:3])[CH3:2].[C:42]([C:45]1[CH:50]=[CH:49][C:48]([Cl:51])=[CH:47][C:46]=1B(O)O)([OH:44])=[O:43].C(=O)([O-])[O-].[Na+].[Na+], predict the reaction product. The product is: [C:1]([O:5][C:6]([N:8]1[C:16]2[C:11](=[C:12]([CH2:17][N:18]3[C:22]4[CH:23]=[CH:24][CH:25]=[CH:26][C:21]=4[N:20]([C:27]4[CH:32]=[CH:31][C:30]([C:50]5[CH:49]=[C:48]([Cl:51])[CH:47]=[CH:46][C:45]=5[C:42]([OH:44])=[O:43])=[CH:29][CH:28]=4)/[C:19]/3=[N:34]/[C:35]([O:37][C:38]([CH3:41])([CH3:40])[CH3:39])=[O:36])[CH:13]=[CH:14][CH:15]=2)[CH:10]=[CH:9]1)=[O:7])([CH3:4])([CH3:3])[CH3:2]. (5) Given the reactants [NH2:1][CH2:2][CH2:3][CH:4]1[CH2:9][CH2:8][CH2:7][CH2:6][N:5]1[C:10]([O:12][C:13]([CH3:16])([CH3:15])[CH3:14])=[O:11].C(Cl)CCl.C1C=C2C(N(O)N=NC2=CC=1)=O.[S:33]1[C:37]2[CH:38]=[CH:39][CH:40]=[CH:41][C:36]=2[CH:35]=[C:34]1[C:42]([NH:44][C@H:45]([C:50](O)=[O:51])[CH2:46][CH:47]([CH3:49])[CH3:48])=[O:43].CN1CCOCC1, predict the reaction product. The product is: [S:33]1[C:37]2[CH:38]=[CH:39][CH:40]=[CH:41][C:36]=2[CH:35]=[C:34]1[C:42]([NH:44][C@H:45]([C:50]([NH:1][CH2:2][CH2:3][CH:4]1[CH2:9][CH2:8][CH2:7][CH2:6][N:5]1[C:10]([O:12][C:13]([CH3:16])([CH3:15])[CH3:14])=[O:11])=[O:51])[CH2:46][CH:47]([CH3:48])[CH3:49])=[O:43]. (6) Given the reactants C([O:3][C:4](=[O:28])[CH2:5][CH2:6][C:7]1[N:8]([C:20]2[S:21][CH:22]=[C:23]([C:25](=[O:27])[NH2:26])[N:24]=2)[C:9]([C:12]2[CH:17]=[CH:16][C:15]([O:18][CH3:19])=[CH:14][CH:13]=2)=[CH:10][CH:11]=1)C.[Li+].[OH-], predict the reaction product. The product is: [C:25]([C:23]1[N:24]=[C:20]([N:8]2[C:9]([C:12]3[CH:17]=[CH:16][C:15]([O:18][CH3:19])=[CH:14][CH:13]=3)=[CH:10][CH:11]=[C:7]2[CH2:6][CH2:5][C:4]([OH:28])=[O:3])[S:21][CH:22]=1)(=[O:27])[NH2:26]. (7) Given the reactants [Li]CCCC.C([Mg]Cl)CCC.Br[C:13]1[CH:18]=[C:17]([C:19]([CH3:22])([CH3:21])[CH3:20])[CH:16]=[C:15]([Br:23])[CH:14]=1.[C:24](O[C:24]([O:26][C:27]([CH3:30])([CH3:29])[CH3:28])=[O:25])([O:26][C:27]([CH3:30])([CH3:29])[CH3:28])=[O:25], predict the reaction product. The product is: [Br:23][C:15]1[CH:14]=[C:13]([CH:18]=[C:17]([C:19]([CH3:22])([CH3:21])[CH3:20])[CH:16]=1)[C:24]([O:26][C:27]([CH3:30])([CH3:29])[CH3:28])=[O:25]. (8) Given the reactants Cl.[O:2]1[CH2:7][CH2:6][CH:5]([NH2:8])[CH2:4][CH2:3]1.C(N(CC)CC)C.[Cl:16][C:17]1[N:22]=[C:21]([N:23]2[CH2:28][CH2:27][O:26][CH2:25][CH2:24]2)[C:20]([N+:29]([O-:31])=[O:30])=[C:19](Cl)[N:18]=1, predict the reaction product. The product is: [Cl:16][C:17]1[N:18]=[C:19]([NH:8][CH:5]2[CH2:6][CH2:7][O:2][CH2:3][CH2:4]2)[C:20]([N+:29]([O-:31])=[O:30])=[C:21]([N:23]2[CH2:24][CH2:25][O:26][CH2:27][CH2:28]2)[N:22]=1. (9) Given the reactants C[O:2][C:3](=[O:38])[CH:4](NC([C@H]1CSCN1C(=O)C)=O)[CH2:5][NH:6][C:7]([N:9]1[CH2:26][CH2:25][C:12]2([N:16]([C:17]3[CH:22]=[CH:21][CH:20]=[CH:19][CH:18]=3)[CH2:15][N:14]([CH3:23])[C:13]2=[O:24])[CH2:11][CH2:10]1)=[O:8].Cl, predict the reaction product. The product is: [CH3:23][N:14]1[C:13](=[O:24])[C:12]2([CH2:25][CH2:26][N:9]([C:7]([NH:6][CH2:5][CH2:4][C:3]([OH:38])=[O:2])=[O:8])[CH2:10][CH2:11]2)[N:16]([C:17]2[CH:18]=[CH:19][CH:20]=[CH:21][CH:22]=2)[CH2:15]1.